Dataset: Full USPTO retrosynthesis dataset with 1.9M reactions from patents (1976-2016). Task: Predict the reactants needed to synthesize the given product. (1) Given the product [CH2:23]([N:13]1[CH2:12][CH2:11][N:10]2[CH:14]=[C:15]([C:17]([O:19][CH2:20][CH3:21])=[O:18])[CH:16]=[C:9]2[CH2:8]1)[CH2:24][CH2:25][CH3:26], predict the reactants needed to synthesize it. The reactants are: FC(F)(F)C(O)=O.[CH2:8]1[NH:13][CH2:12][CH2:11][N:10]2[CH:14]=[C:15]([C:17]([O:19][CH2:20][CH3:21])=[O:18])[CH:16]=[C:9]12.Br[CH2:23][CH2:24][CH2:25][CH3:26].C(=O)([O-])[O-].[K+].[K+]. (2) Given the product [N:23]1[CH:24]=[CH:25][CH:26]=[N:27][C:22]=1[NH:21][C:18]1[CH:17]=[CH:16][C:15]([C:14]([NH:13][C@H:5]([C:4]([OH:29])=[O:3])[CH2:6][CH2:7][C:8]([OH:10])=[O:9])=[O:28])=[CH:20][CH:19]=1, predict the reactants needed to synthesize it. The reactants are: C([O:3][C:4](=[O:29])[CH:5]([NH:13][C:14](=[O:28])[C:15]1[CH:20]=[CH:19][C:18]([NH:21][C:22]2[N:27]=[CH:26][CH:25]=[CH:24][N:23]=2)=[CH:17][CH:16]=1)[CH2:6][CH2:7][C:8]([O:10]CC)=[O:9])C.CO.[OH-].[Na+]. (3) Given the product [NH2:8][CH:9]1[CH2:14][CH2:13][N:12]([C:15]([C:17]2[N:18]=[C:19]3[C:24]([C:25]([F:27])([F:28])[F:26])=[CH:23][C:22]([C:29]4[CH:33]=[CH:32][O:31][CH:30]=4)=[CH:21][N:20]3[C:34]=2[Cl:35])=[O:16])[CH2:11][CH2:10]1, predict the reactants needed to synthesize it. The reactants are: Cl.C(OC(=O)[NH:8][CH:9]1[CH2:14][CH2:13][N:12]([C:15]([C:17]2[N:18]=[C:19]3[C:24]([C:25]([F:28])([F:27])[F:26])=[CH:23][C:22]([C:29]4[CH:33]=[CH:32][O:31][CH:30]=4)=[CH:21][N:20]3[C:34]=2[Cl:35])=[O:16])[CH2:11][CH2:10]1)(C)(C)C.[OH-].[Na+].O. (4) Given the product [C:42]1([S:48]([N:51]2[C:55]3=[CH:56][N:57]=[CH:58][C:59]([C:11]4[N:12]=[C:7]([N:1]5[CH2:2][CH2:3][O:4][CH2:5][CH2:6]5)[C:8]5[S:28][C:27]([CH2:29][N:30]6[CH2:35][CH2:34][N:33]([C:36]([CH3:40])([CH3:41])[C:37]([NH2:39])=[O:38])[CH2:32][CH2:31]6)=[CH:26][C:9]=5[N:10]=4)=[C:54]3[CH:53]=[C:52]2[CH2:61][CH3:62])(=[O:50])=[O:49])[CH:47]=[CH:46][CH:45]=[CH:44][CH:43]=1, predict the reactants needed to synthesize it. The reactants are: [N:1]1([C:7]2[C:8]3[S:28][C:27]([CH2:29][N:30]4[CH2:35][CH2:34][N:33]([C:36]([CH3:41])([CH3:40])[C:37]([NH2:39])=[O:38])[CH2:32][CH2:31]4)=[CH:26][C:9]=3[N:10]=[C:11]([Sn](CCCC)(CCCC)CCCC)[N:12]=2)[CH2:6][CH2:5][O:4][CH2:3][CH2:2]1.[C:42]1([S:48]([N:51]2[C:55]3=[CH:56][N:57]=[CH:58][C:59](Br)=[C:54]3[CH:53]=[C:52]2[CH2:61][CH3:62])(=[O:50])=[O:49])[CH:47]=[CH:46][CH:45]=[CH:44][CH:43]=1. (5) Given the product [Cl:1][C:2]1[CH:3]=[C:4]([CH:7]=[CH:8][CH:9]=1)[CH2:5][N:13]1[CH:14]=[CH:15][CH:16]=[C:17]([C:18]([O:20][CH3:21])=[O:19])[C:12]1=[O:11], predict the reactants needed to synthesize it. The reactants are: [Cl:1][C:2]1[CH:3]=[C:4]([CH:7]=[CH:8][CH:9]=1)[CH2:5]Br.Cl.[O:11]=[C:12]1[C:17]([C:18]([O:20][CH3:21])=[O:19])=[CH:16][CH:15]=[CH:14][NH:13]1.[H-].[Na+]. (6) Given the product [Cl:1][C:2]1[CH:7]=[C:6]([Cl:8])[CH:5]=[CH:4][C:3]=1[C:9](=[O:17])/[C:10](/[N:11]1[CH2:12][CH2:13][O:14][CH2:15][CH2:16]1)=[CH:10]\[N:11]([CH3:16])[CH3:12], predict the reactants needed to synthesize it. The reactants are: [Cl:1][C:2]1[CH:7]=[C:6]([Cl:8])[CH:5]=[CH:4][C:3]=1[C:9](=[O:17])[CH2:10][N:11]1[CH2:16][CH2:15][O:14][CH2:13][CH2:12]1. (7) Given the product [Cl:32][C:26]1[CH:27]=[C:28]([Cl:31])[CH:29]=[CH:30][C:25]=1[C:13]1[N:14]([C:18]2[CH:19]=[CH:20][C:21]([O:24][S:45]([CH2:44][CH2:43][C:42]([F:50])([F:49])[F:41])(=[O:47])=[O:46])=[CH:22][CH:23]=2)[C:15]([CH2:16][OH:17])=[C:11]([C:9](=[O:10])[NH:8][CH:5]2[CH2:4][CH2:3][C:2]([F:1])([F:33])[CH2:7][CH2:6]2)[N:12]=1, predict the reactants needed to synthesize it. The reactants are: [F:1][C:2]1([F:33])[CH2:7][CH2:6][CH:5]([NH:8][C:9]([C:11]2[N:12]=[C:13]([C:25]3[CH:30]=[CH:29][C:28]([Cl:31])=[CH:27][C:26]=3[Cl:32])[N:14]([C:18]3[CH:23]=[CH:22][C:21]([OH:24])=[CH:20][CH:19]=3)[C:15]=2[CH2:16][OH:17])=[O:10])[CH2:4][CH2:3]1.C(N(CC)CC)C.[F:41][C:42]([F:50])([F:49])[CH2:43][CH2:44][S:45](Cl)(=[O:47])=[O:46].